This data is from NCI-60 drug combinations with 297,098 pairs across 59 cell lines. The task is: Regression. Given two drug SMILES strings and cell line genomic features, predict the synergy score measuring deviation from expected non-interaction effect. (1) Drug 1: CC(CN1CC(=O)NC(=O)C1)N2CC(=O)NC(=O)C2. Drug 2: C1=CC=C(C(=C1)C(C2=CC=C(C=C2)Cl)C(Cl)Cl)Cl. Cell line: K-562. Synergy scores: CSS=37.7, Synergy_ZIP=2.86, Synergy_Bliss=4.56, Synergy_Loewe=4.69, Synergy_HSA=5.94. (2) Drug 1: CN(CC1=CN=C2C(=N1)C(=NC(=N2)N)N)C3=CC=C(C=C3)C(=O)NC(CCC(=O)O)C(=O)O. Drug 2: C1CN(CCN1C(=O)CCBr)C(=O)CCBr. Cell line: SNB-75. Synergy scores: CSS=34.7, Synergy_ZIP=-7.09, Synergy_Bliss=-2.26, Synergy_Loewe=-0.0155, Synergy_HSA=1.55. (3) Drug 1: CN(CC1=CN=C2C(=N1)C(=NC(=N2)N)N)C3=CC=C(C=C3)C(=O)NC(CCC(=O)O)C(=O)O. Drug 2: CC(C)NC(=O)C1=CC=C(C=C1)CNNC.Cl. Cell line: ACHN. Synergy scores: CSS=38.8, Synergy_ZIP=0.0665, Synergy_Bliss=-3.79, Synergy_Loewe=-33.0, Synergy_HSA=-5.95. (4) Drug 2: C1CN(CCN1C(=O)CCBr)C(=O)CCBr. Drug 1: C1=CC=C(C=C1)NC(=O)CCCCCCC(=O)NO. Synergy scores: CSS=19.4, Synergy_ZIP=-5.25, Synergy_Bliss=2.96, Synergy_Loewe=-1.20, Synergy_HSA=5.43. Cell line: PC-3.